This data is from Full USPTO retrosynthesis dataset with 1.9M reactions from patents (1976-2016). The task is: Predict the reactants needed to synthesize the given product. Given the product [S:47]=[C:2]1[NH:6][C:5]2[CH:7]=[CH:8][CH:9]=[CH:10][C:4]=2[N:3]1[CH:11]1[CH2:16][CH2:15][N:14]([C:17]([O:19][CH2:20][C@@H:21]([N:23]([CH2:31][C:32]2[CH:37]=[CH:36][CH:35]=[CH:34][CH:33]=2)[CH2:24][C:25]2[CH:30]=[CH:29][CH:28]=[CH:27][CH:26]=2)[CH3:22])=[O:18])[CH2:13][CH2:12]1, predict the reactants needed to synthesize it. The reactants are: O=[C:2]1[NH:6][C:5]2[CH:7]=[CH:8][CH:9]=[CH:10][C:4]=2[N:3]1[CH:11]1[CH2:16][CH2:15][N:14]([C:17]([O:19][CH2:20][C@@H:21]([N:23]([CH2:31][C:32]2[CH:37]=[CH:36][CH:35]=[CH:34][CH:33]=2)[CH2:24][C:25]2[CH:30]=[CH:29][CH:28]=[CH:27][CH:26]=2)[CH3:22])=[O:18])[CH2:13][CH2:12]1.COC1C=CC(P2(SP(C3C=CC(OC)=CC=3)(=S)S2)=[S:47])=CC=1.